Task: Predict the reaction yield, written as a fraction of the theoretical maximum amount of product (1.0 means a 100% yield; for example, 0.34 means a 34% yield).. Dataset: Reaction yield outcomes from USPTO patents with 853,638 reactions The reactants are Cl[C:2]1[C:11]2[C:6](=[CH:7][C:8]([O:14][CH3:15])=[C:9]([O:12][CH3:13])[CH:10]=2)[N:5]=[CH:4][CH:3]=1.[OH:16][C:17]1[C:18]([CH3:30])=[N:19][C:20]2[C:25]([C:26]=1C(O)=O)=[CH:24][CH:23]=[CH:22][CH:21]=2.O. The catalyst is CN(C)C1C=CN=CC=1.ClC1C=CC=CC=1Cl. The product is [CH3:13][O:12][C:9]1[CH:10]=[C:11]2[C:6](=[CH:7][C:8]=1[O:14][CH3:15])[N:5]=[CH:4][CH:3]=[C:2]2[O:16][C:17]1[C:18]([CH3:30])=[N:19][C:20]2[C:25]([CH:26]=1)=[CH:24][CH:23]=[CH:22][CH:21]=2. The yield is 0.110.